Dataset: Catalyst prediction with 721,799 reactions and 888 catalyst types from USPTO. Task: Predict which catalyst facilitates the given reaction. (1) Reactant: C[N:2]([C:17]([NH:19][CH2:20][CH2:21][C:22]1[CH:27]=[CH:26][CH:25]=[C:24]([O:28][CH3:29])[CH:23]=1)=[O:18])[C@@H:3]([C:14]([OH:16])=[O:15])[CH2:4][C:5]1[CH:10]=[C:9]([Br:11])[C:8]([OH:12])=[C:7]([Br:13])[CH:6]=1.[OH-].[Li+].[K+].[Br-].C(OCC)(=O)C.CO. Product: [Br:11][C:9]1[CH:10]=[C:5]([CH:6]=[C:7]([Br:13])[C:8]=1[OH:12])[CH2:4][C@H:3]([C:14]([OH:16])=[O:15])[NH:2][C:17]([NH:19][CH2:20][CH2:21][C:22]1[CH:27]=[CH:26][CH:25]=[C:24]([O:28][CH3:29])[CH:23]=1)=[O:18]. The catalyst class is: 6. (2) The catalyst class is: 9. Product: [CH2:1]([O:8][C:9]([N:11]1[CH2:14][CH:13]([O:15][Si:16]([C:29]([CH3:32])([CH3:31])[CH3:30])([C:23]2[CH:24]=[CH:25][CH:26]=[CH:27][CH:28]=2)[C:17]2[CH:22]=[CH:21][CH:20]=[CH:19][CH:18]=2)[CH2:12]1)=[O:10])[C:2]1[CH:7]=[CH:6][CH:5]=[CH:4][CH:3]=1. Reactant: [CH2:1]([O:8][C:9]([N:11]1[CH2:14][CH:13]([OH:15])[CH2:12]1)=[O:10])[C:2]1[CH:7]=[CH:6][CH:5]=[CH:4][CH:3]=1.[Si:16](Cl)([C:29]([CH3:32])([CH3:31])[CH3:30])([C:23]1[CH:28]=[CH:27][CH:26]=[CH:25][CH:24]=1)[C:17]1[CH:22]=[CH:21][CH:20]=[CH:19][CH:18]=1.N1C=CN=C1.